From a dataset of Catalyst prediction with 721,799 reactions and 888 catalyst types from USPTO. Predict which catalyst facilitates the given reaction. (1) Reactant: [CH3:1][CH:2]([S:4]([NH:7][CH:8]1[CH2:12][CH2:11][CH2:10][C:9]1=[O:13])(=[O:6])=[O:5])[CH3:3].[O:14]([C:21]1[CH:26]=[CH:25][C:24]([Mg]Br)=[CH:23][CH:22]=1)[C:15]1[CH:20]=[CH:19][CH:18]=[CH:17][CH:16]=1.[Cl-].[NH4+]. Product: [OH:13][C:9]1([C:24]2[CH:25]=[CH:26][C:21]([O:14][C:15]3[CH:20]=[CH:19][CH:18]=[CH:17][CH:16]=3)=[CH:22][CH:23]=2)[CH2:10][CH2:11][CH2:12][CH:8]1[NH:7][S:4]([CH:2]([CH3:1])[CH3:3])(=[O:6])=[O:5]. The catalyst class is: 20. (2) The catalyst class is: 5. Product: [O:1]([C:8]1[CH:9]=[C:10]([CH2:11][OH:12])[CH:13]=[CH:14][CH:15]=1)[C:2]1[CH:3]=[CH:4][CH:5]=[CH:6][CH:7]=1. Reactant: [O:1]([C:8]1[CH:9]=[C:10]([CH:13]=[CH:14][CH:15]=1)[CH:11]=[O:12])[C:2]1[CH:7]=[CH:6][CH:5]=[CH:4][CH:3]=1.[BH4-].[Na+]. (3) Reactant: Cl[C:2]([O:4][CH:5]([Cl:7])[CH3:6])=[O:3].C([OH:10])C.N1[CH:16]=[CH:15]C=CC=1. Product: [C:2](=[O:10])([O:3][CH2:15][CH3:16])[O:4][CH:5]([Cl:7])[CH3:6]. The catalyst class is: 7. (4) Reactant: O.O.O.O.[C:5]([O-:8])(=[O:7])[CH3:6].[Mg+2:9].[C:10]([O-:13])(=[O:12])[CH3:11]. Product: [C:5]([O-:8])(=[O:7])[CH3:6].[Mg+2:9].[C:10]([O-:13])(=[O:12])[CH3:11]. The catalyst class is: 311. (5) The catalyst class is: 17. Reactant: [F:1][C:2]1[C:7]([O:8][CH3:9])=[CH:6][C:5]([NH2:10])=[C:4]([NH2:11])[CH:3]=1.O=[S:13](Cl)Cl. Product: [F:1][C:2]1[C:7]([O:8][CH3:9])=[CH:6][C:5]2=[N:10][S:13][N:11]=[C:4]2[CH:3]=1. (6) Reactant: [CH3:1][C:2]([C:4]1[CH:9]=[C:8]([Br:10])[CH:7]=[CH:6][C:5]=1[O:11][CH3:12])=[O:3]. Product: [Br:10][C:8]1[CH:7]=[CH:6][C:5]([O:11][CH3:12])=[C:4]([CH:2]([OH:3])[CH3:1])[CH:9]=1. The catalyst class is: 2. (7) Reactant: [OH:1][C:2]1[C:7]([CH3:8])=[CH:6][CH:5]=[CH:4][C:3]=1[C:9](=O)[CH3:10].CC([O-])=O.[Na+].Cl.[NH2:18][OH:19]. Product: [OH:1][C:2]1[C:7]([CH3:8])=[CH:6][CH:5]=[CH:4][C:3]=1/[C:9](=[N:18]/[OH:19])/[CH3:10]. The catalyst class is: 5.